From a dataset of Reaction yield outcomes from USPTO patents with 853,638 reactions. Predict the reaction yield, written as a fraction of the theoretical maximum amount of product (1.0 means a 100% yield; for example, 0.34 means a 34% yield). The reactants are [CH:1]1[CH:5]=[C:4]([CH:6]([OH:14])[C:7]([C:9]2[O:13][CH:12]=[CH:11][CH:10]=2)=O)[O:3][CH:2]=1.[N:15]#[C:16][NH2:17].[O-]CC.[Na+].O. The catalyst is C(O)C. The product is [NH2:17][C:16]1[O:14][C:6]([C:4]2[O:3][CH:2]=[CH:1][CH:5]=2)=[C:7]([C:9]2[O:13][CH:12]=[CH:11][CH:10]=2)[N:15]=1. The yield is 0.311.